This data is from Full USPTO retrosynthesis dataset with 1.9M reactions from patents (1976-2016). The task is: Predict the reactants needed to synthesize the given product. Given the product [CH3:17][O:16][N:15]([CH3:14])[C:8]([C:5]1([CH3:11])[CH2:4][O:3][C:2]([CH3:1])([CH3:12])[O:7][CH2:6]1)=[O:10], predict the reactants needed to synthesize it. The reactants are: [CH3:1][C:2]1([CH3:12])[O:7][CH2:6][C:5]([CH3:11])([C:8]([OH:10])=O)[CH2:4][O:3]1.Cl.[CH3:14][NH:15][O:16][CH3:17].O.ON1C2C=CC=CC=2N=N1.Cl.C(N=C=NCCCN(C)C)C.C(N(CC)CC)C.